Task: Binary Classification. Given a T-cell receptor sequence (or CDR3 region) and an epitope sequence, predict whether binding occurs between them.. Dataset: TCR-epitope binding with 47,182 pairs between 192 epitopes and 23,139 TCRs The epitope is AYAQKIFKI. The TCR CDR3 sequence is CASSTGTVYNEQFF. Result: 0 (the TCR does not bind to the epitope).